Dataset: NCI-60 drug combinations with 297,098 pairs across 59 cell lines. Task: Regression. Given two drug SMILES strings and cell line genomic features, predict the synergy score measuring deviation from expected non-interaction effect. Drug 1: C1=NC(=NC(=O)N1C2C(C(C(O2)CO)O)O)N. Drug 2: CS(=O)(=O)CCNCC1=CC=C(O1)C2=CC3=C(C=C2)N=CN=C3NC4=CC(=C(C=C4)OCC5=CC(=CC=C5)F)Cl. Cell line: KM12. Synergy scores: CSS=13.6, Synergy_ZIP=-4.35, Synergy_Bliss=-3.27, Synergy_Loewe=-9.61, Synergy_HSA=-4.86.